From a dataset of Forward reaction prediction with 1.9M reactions from USPTO patents (1976-2016). Predict the product of the given reaction. (1) The product is: [Cl:1][C:2]1[CH:10]=[CH:9][CH:8]=[C:7]2[C:3]=1[C:4]([C:15]([NH:60][CH2:59][CH:55]1[CH2:56][CH2:57][CH2:58][C:53]3([CH2:51][CH2:52]3)[CH2:54]1)=[O:17])=[CH:5][N:6]2[CH:11]1[CH2:12][O:13][CH2:14]1. Given the reactants [Cl:1][C:2]1[CH:10]=[CH:9][CH:8]=[C:7]2[C:3]=1[C:4]([C:15]([OH:17])=O)=[CH:5][N:6]2[CH:11]1[CH2:14][O:13][CH2:12]1.CN(C(ON1N=NC2C=CC=NC1=2)=[N+](C)C)C.F[P-](F)(F)(F)(F)F.CCN(C(C)C)C(C)C.[CH2:51]1[C:53]2([CH2:58][CH2:57][CH2:56][CH:55]([CH2:59][NH2:60])[CH2:54]2)[CH2:52]1, predict the reaction product. (2) Given the reactants [CH2:1]1[O:8][C:6](=[O:7])[CH2:5][O:4][C:2]1=[O:3].[C:9]1(=[O:16])[O:15][CH2:14][CH2:13][CH2:12][CH2:11][CH2:10]1.CCCCC(C([O-])=O)CC.CCCCC(C([O-])=O)CC.[Sn+2].C(O)(=O)CO, predict the reaction product. The product is: [C:9]1(=[O:16])[O:15][CH2:14][CH2:13][CH2:12][CH2:11][CH2:10]1.[CH2:1]1[O:8][C:6](=[O:7])[CH2:5][O:4][C:2]1=[O:3]. (3) The product is: [N:14]1[C:13]2[C:20]3[CH:25]=[CH:24][CH:23]=[N:22][C:21]=3[NH:11][C:12]=2[CH:17]=[CH:16][C:15]=1[C:18]#[N:19]. Given the reactants C[Si](C)(C)N[Si](C)(C)C.[Na].[NH2:11][C:12]1[C:13]([C:20]2[C:21](F)=[N:22][CH:23]=[CH:24][CH:25]=2)=[N:14][C:15]([C:18]#[N:19])=[CH:16][CH:17]=1.O.C(OCC)(=O)C, predict the reaction product. (4) Given the reactants [NH2:1][C:2]([CH3:8])([CH2:6][OH:7])[C:3]([OH:5])=O.[N:9]([C:12]1[CH:17]=[CH:16][C:15]([N+:18]([O-:20])=[O:19])=[C:14]([C:21]([F:24])([F:23])[F:22])[CH:13]=1)=[C:10]=[O:11], predict the reaction product. The product is: [OH:7][CH2:6][C:2]1([CH3:8])[NH:1][C:10](=[O:11])[N:9]([C:12]2[CH:17]=[CH:16][C:15]([N+:18]([O-:20])=[O:19])=[C:14]([C:21]([F:22])([F:23])[F:24])[CH:13]=2)[C:3]1=[O:5]. (5) Given the reactants [Cl:1][C:2]1[CH:11]=[C:10]([Cl:12])[CH:9]=[C:8]2[C:3]=1[C:4](=[O:25])[NH:5][C:6]([C:13]1[CH:18]=[C:17]([CH3:19])[C:16]([O:20][CH2:21][CH2:22]O)=[C:15]([CH3:24])[CH:14]=1)=[N:7]2.C(Br)(Br)(Br)[Br:27].C1(P(C2C=CC=CC=2)C2C=CC=CC=2)C=CC=CC=1, predict the reaction product. The product is: [Br:27][CH2:22][CH2:21][O:20][C:16]1[C:17]([CH3:19])=[CH:18][C:13]([C:6]2[NH:5][C:4](=[O:25])[C:3]3[C:8](=[CH:9][C:10]([Cl:12])=[CH:11][C:2]=3[Cl:1])[N:7]=2)=[CH:14][C:15]=1[CH3:24]. (6) Given the reactants C([O:4][C@@H:5]([CH3:37])[C:6]([N:8]1[CH2:13][CH2:12][CH:11]([CH2:14][CH2:15][N:16]2[C:24]([S:25][C:26]3[S:27][C:28]4[C:34]([Cl:35])=[CH:33][CH:32]=[CH:31][C:29]=4[N:30]=3)=[N:23][C:22]3[C:17]2=[N:18][CH:19]=[N:20][C:21]=3[NH2:36])[CH2:10][CH2:9]1)=[O:7])(=O)C.C([O-])([O-])=O.[K+].[K+], predict the reaction product. The product is: [NH2:36][C:21]1[N:20]=[CH:19][N:18]=[C:17]2[C:22]=1[N:23]=[C:24]([S:25][C:26]1[S:27][C:28]3[C:34]([Cl:35])=[CH:33][CH:32]=[CH:31][C:29]=3[N:30]=1)[N:16]2[CH2:15][CH2:14][CH:11]1[CH2:10][CH2:9][N:8]([C:6](=[O:7])[C@@H:5]([OH:4])[CH3:37])[CH2:13][CH2:12]1. (7) Given the reactants [Br:1][C:2]1[N:7]=[C:6]([CH:8]([CH2:11][CH2:12][O:13][Si](C(C)(C)C)(C)C)[C:9]#[N:10])[CH:5]=[CH:4][CH:3]=1.Cl, predict the reaction product. The product is: [Br:1][C:2]1[N:7]=[C:6]([CH:8]([CH2:11][CH2:12][OH:13])[C:9]#[N:10])[CH:5]=[CH:4][CH:3]=1. (8) Given the reactants [S:1]1[C:5]([C:6]2[CH:7]=[C:8]([CH:13]=[C:14]([NH:16][C:17]3[N:22]=[C:21]([C:23]([F:26])([F:25])[F:24])[CH:20]=[CH:19][N:18]=3)[CH:15]=2)C(OC)=O)=[CH:4][N:3]=[CH:2]1.[CH2:27]1COCC1.C[Mg]Cl.C([O:38][CH2:39][CH3:40])(=O)C, predict the reaction product. The product is: [S:1]1[C:5]([C:6]2[CH:7]=[C:8]([C:39]([OH:38])([CH3:40])[CH3:27])[CH:13]=[C:14]([NH:16][C:17]3[N:22]=[C:21]([C:23]([F:26])([F:25])[F:24])[CH:20]=[CH:19][N:18]=3)[CH:15]=2)=[CH:4][N:3]=[CH:2]1.